From a dataset of Peptide-MHC class II binding affinity with 134,281 pairs from IEDB. Regression. Given a peptide amino acid sequence and an MHC pseudo amino acid sequence, predict their binding affinity value. This is MHC class II binding data. (1) The peptide sequence is INEPTAIAIAYGLDR. The MHC is HLA-DQA10401-DQB10402 with pseudo-sequence HLA-DQA10401-DQB10402. The binding affinity (normalized) is 0.215. (2) The peptide sequence is TIDGRGAEVHIGNGG. The MHC is DRB1_0802 with pseudo-sequence DRB1_0802. The binding affinity (normalized) is 0.276. (3) The peptide sequence is SPKARSERPAIVPPA. The binding affinity (normalized) is 0.204. The MHC is HLA-DPA10201-DPB10501 with pseudo-sequence HLA-DPA10201-DPB10501.